Dataset: Full USPTO retrosynthesis dataset with 1.9M reactions from patents (1976-2016). Task: Predict the reactants needed to synthesize the given product. (1) Given the product [OH:6][CH:5]([P:7]([OH:15])([C:9]1[CH:10]=[CH:11][CH:12]=[CH:13][CH:14]=1)=[O:8])[C:4]([OH:18])=[O:3], predict the reactants needed to synthesize it. The reactants are: C([O:3][C:4](=[O:18])[CH:5]([P:7]([O:15]CC)([C:9]1[CH:14]=[CH:13][CH:12]=[CH:11][CH:10]=1)=[O:8])[OH:6])C. (2) Given the product [C:28]([Si:25]([CH3:27])([CH3:26])[O:32][C:33]1[C:41]2[O:40][C:39]([CH2:20][Cl:24])=[CH:38][C:37]=2[CH:36]=[CH:35][CH:34]=1)([CH3:31])([CH3:30])[CH3:29], predict the reactants needed to synthesize it. The reactants are: C1(P(C2C=CC=CC=2)C2C=CC=CC=2)C=CC=CC=1.[C:20]([Cl:24])(Cl)(Cl)Cl.[Si:25]([O:32][C:33]1[C:41]2[O:40][C:39](CO)=[CH:38][C:37]=2[CH:36]=[CH:35][CH:34]=1)([C:28]([CH3:31])([CH3:30])[CH3:29])([CH3:27])[CH3:26]. (3) Given the product [N+:15]([C:12]1[CH:11]=[CH:10][C:9]([N:7]2[CH2:6][CH2:5][NH:4][CH:3]([CH2:2][OH:1])[CH2:8]2)=[CH:14][CH:13]=1)([O-:17])=[O:16], predict the reactants needed to synthesize it. The reactants are: [OH:1][CH2:2][CH:3]1[CH2:8][N:7]([C:9]2[CH:14]=[CH:13][C:12]([N+:15]([O-:17])=[O:16])=[CH:11][CH:10]=2)[CH2:6][CH2:5][N:4]1C(OC(C)(C)C)=O.FC(F)(F)C(O)=O. (4) The reactants are: C([O:5][C:6]1[CH:11]=[CH:10][C:9]([S:12]([N:15]2[CH2:20][CH2:19][S:18][C:17]([CH3:22])([CH3:21])[CH:16]2[C:23]([OH:25])=[O:24])(=[O:14])=[O:13])=[CH:8][CH:7]=1)C#CC.C(OC1C=CC(S(Cl)(=O)=O)=CC=1)C#CC. Given the product [OH:5][C:6]1[CH:11]=[CH:10][C:9]([S:12]([N:15]2[CH2:20][CH2:19][S:18][C:17]([CH3:21])([CH3:22])[CH:16]2[C:23]([OH:25])=[O:24])(=[O:14])=[O:13])=[CH:8][CH:7]=1, predict the reactants needed to synthesize it. (5) Given the product [C:17]([O-:19])(=[O:18])[CH3:16].[NH4+:3].[CH2:1]([N:3]([C:8]1[C:9]([C:27]2[CH:32]=[CH:31][CH:30]=[C:29]([C:33](=[O:44])[NH:34][C:35]([C:38]3[CH:39]=[CH:40][CH:41]=[CH:42][CH:43]=3)([CH3:36])[CH3:37])[CH:28]=2)=[CH:10][C:11]2[N:12]([N:14]=[C:15]([C:20]3[CH:21]=[CH:22][C:23]([F:26])=[CH:24][CH:25]=3)[C:16]=2[C:17]([NH:47][CH3:46])=[O:18])[CH:13]=1)[S:4]([CH3:7])(=[O:6])=[O:5])[CH3:2], predict the reactants needed to synthesize it. The reactants are: [CH2:1]([N:3]([C:8]1[C:9]([C:27]2[CH:32]=[CH:31][CH:30]=[C:29]([C:33](=[O:44])[NH:34][C:35]([C:38]3[CH:43]=[CH:42][CH:41]=[CH:40][CH:39]=3)([CH3:37])[CH3:36])[CH:28]=2)=[CH:10][C:11]2[N:12]([N:14]=[C:15]([C:20]3[CH:25]=[CH:24][C:23]([F:26])=[CH:22][CH:21]=3)[C:16]=2[C:17]([OH:19])=[O:18])[CH:13]=1)[S:4]([CH3:7])(=[O:6])=[O:5])[CH3:2].Cl.[CH3:46][NH2:47]. (6) Given the product [C:19]([N:13]1[CH2:14][C@@H:15]2[CH2:18][C@H:12]1[CH2:17][N:16]2[C:6]1[N:7]=[C:2]([O:39][C:36]2[CH:35]=[CH:34][C:33]([O:26][C:27]3[CH:32]=[CH:31][CH:30]=[CH:29][CH:28]=3)=[CH:38][CH:37]=2)[C:3]([C:9]([NH2:11])=[O:10])=[N:4][CH:5]=1)(=[O:21])[CH:40]=[CH2:41], predict the reactants needed to synthesize it. The reactants are: Cl[C:2]1[C:3]([C:9]([NH2:11])=[O:10])=[N:4][CH:5]=[C:6](Cl)[N:7]=1.[C@H:12]12[CH2:18][C@H:15]([NH:16][CH2:17]1)[CH2:14][N:13]2[C:19]([O:21]C(C)(C)C)=O.[O:26]([C:33]1[CH:38]=[CH:37][C:36]([OH:39])=[CH:35][CH:34]=1)[C:27]1[CH:32]=[CH:31][CH:30]=[CH:29][CH:28]=1.[C:40](O)(=O)[CH:41]=C. (7) Given the product [F:20][C:21]1[CH:26]=[C:25]([CH:24]=[CH:23][C:22]=1[C:2]1[CH:3]=[C:4]2[C:9](=[CH:10][CH:11]=1)[C:8](=[O:12])[N:7]([CH2:13][CH2:14][N:15]1[CH2:19][CH2:18][CH2:17][CH2:16]1)[CH2:6][CH2:5]2)[C:27]([O:29][CH3:30])=[O:28], predict the reactants needed to synthesize it. The reactants are: Br[C:2]1[CH:3]=[C:4]2[C:9](=[CH:10][CH:11]=1)[C:8](=[O:12])[N:7]([CH2:13][CH2:14][N:15]1[CH2:19][CH2:18][CH2:17][CH2:16]1)[CH2:6][CH2:5]2.[F:20][C:21]1[CH:26]=[C:25]([C:27]([O:29][CH3:30])=[O:28])[CH:24]=[CH:23][C:22]=1B(O)O. (8) Given the product [N+:8]([C:5]1[CH:6]=[CH:7][C:2]([NH:19][CH:20]([CH2:23][OH:24])[CH2:21][OH:22])=[C:3]([CH3:11])[CH:4]=1)([O-:10])=[O:9], predict the reactants needed to synthesize it. The reactants are: F[C:2]1[CH:7]=[CH:6][C:5]([N+:8]([O-:10])=[O:9])=[CH:4][C:3]=1[CH3:11].CN1CCCC1=O.[NH2:19][CH:20]([CH2:23][OH:24])[CH2:21][OH:22].